Dataset: Peptide-MHC class II binding affinity with 134,281 pairs from IEDB. Task: Regression. Given a peptide amino acid sequence and an MHC pseudo amino acid sequence, predict their binding affinity value. This is MHC class II binding data. (1) The peptide sequence is LKGSETTVTERIFRE. The MHC is DRB1_0405 with pseudo-sequence DRB1_0405. The binding affinity (normalized) is 0.485. (2) The peptide sequence is FLDPASIAARGWAAH. The MHC is HLA-DQA10501-DQB10302 with pseudo-sequence HLA-DQA10501-DQB10302. The binding affinity (normalized) is 0.300. (3) The peptide sequence is TKLDSEIKSWLAFAA. The MHC is DRB3_0101 with pseudo-sequence DRB3_0101. The binding affinity (normalized) is 0.222. (4) The peptide sequence is AYEGQRVVFIQPSPV. The MHC is HLA-DPA10201-DPB11401 with pseudo-sequence HLA-DPA10201-DPB11401. The binding affinity (normalized) is 0.268. (5) The peptide sequence is RLAVMGDVAWDFSSA. The MHC is DRB1_0802 with pseudo-sequence DRB1_0802. The binding affinity (normalized) is 0.251. (6) The peptide sequence is LRAEQASQEVKNWMTETL. The binding affinity (normalized) is 0.141. The MHC is DRB4_0101 with pseudo-sequence DRB4_0103.